From a dataset of Forward reaction prediction with 1.9M reactions from USPTO patents (1976-2016). Predict the product of the given reaction. (1) The product is: [NH2:1][C:2]1[CH:7]=[CH:6][C:5]([S:8]([N:11]([CH2:17][C:18]2[CH:19]=[CH:20][C:21]([O:24][CH3:25])=[CH:22][CH:23]=2)[C:12]2[S:16][CH:37]=[CH:14][N:13]=2)(=[O:10])=[O:9])=[CH:4][C:3]=1[O:26][CH2:27][C:28](=[O:35])[CH3:29]. Given the reactants [NH2:1][C:2]1[CH:7]=[CH:6][C:5]([S:8]([N:11]([CH2:17][C:18]2[CH:23]=[CH:22][C:21]([O:24][CH3:25])=[CH:20][CH:19]=2)[C:12]2[S:16]N=[CH:14][N:13]=2)(=[O:10])=[O:9])=[CH:4][C:3]=1[O:26][CH2:27][C:28](=[O:35])[C:29]1C=CC=CC=1.Cl[CH2:37]C(=O)C, predict the reaction product. (2) Given the reactants [CH3:1][CH:2]1[C:11]2[C:6](=[CH:7][CH:8]=[CH:9][C:10]=2[O:12][C:13]2[N:18]=[CH:17][C:16]([NH2:19])=[CH:15][CH:14]=2)[O:5][CH2:4][CH2:3]1.CCN(C(C)C)C(C)C.[CH3:29][C:30]([O:33][C:34]([NH:36][C:37]([CH3:42])([C:39](O)=[O:40])[CH3:38])=[O:35])([CH3:32])[CH3:31].CN(C(ON1N=NC2C=CC=NC1=2)=[N+](C)C)C.F[P-](F)(F)(F)(F)F, predict the reaction product. The product is: [CH3:42][C:37]([NH:36][C:34](=[O:35])[O:33][C:30]([CH3:32])([CH3:31])[CH3:29])([CH3:38])[C:39]([NH:19][C:16]1[CH:17]=[N:18][C:13]([O:12][C:10]2[CH:9]=[CH:8][CH:7]=[C:6]3[C:11]=2[CH:2]([CH3:1])[CH2:3][CH2:4][O:5]3)=[CH:14][CH:15]=1)=[O:40]. (3) Given the reactants C([N:8]1[CH2:12][C@H:11]2[C@H:13]([C:34]3[CH:39]=[CH:38][C:37]([F:40])=[CH:36][CH:35]=3)[C@@H:14]([O:17][C@@H:18]([C:20]3[CH:25]=[C:24]([C:26]([F:29])([F:28])[F:27])[CH:23]=[C:22]([C:30]([F:33])([F:32])[F:31])[CH:21]=3)[CH3:19])[O:15][CH2:16][C@@H:10]2[CH2:9]1)C1C=CC=CC=1.[H][H], predict the reaction product. The product is: [F:33][C:30]([F:31])([F:32])[C:22]1[CH:21]=[C:20]([C@H:18]([O:17][C@H:14]2[O:15][CH2:16][C@@H:10]3[CH2:9][NH:8][CH2:12][C@H:11]3[C@@H:13]2[C:34]2[CH:35]=[CH:36][C:37]([F:40])=[CH:38][CH:39]=2)[CH3:19])[CH:25]=[C:24]([C:26]([F:29])([F:27])[F:28])[CH:23]=1. (4) Given the reactants [F:1][C:2]1[CH:21]=[C:20]([C:22]2[CH:27]=[CH:26][N:25]=[CH:24][CH:23]=2)[CH:19]=[CH:18][C:3]=1[C:4]([NH:6][C:7]1[C:8](O)=[C:9]([CH:14]=[CH:15][CH:16]=1)[C:10]([O:12][CH3:13])=[O:11])=[O:5].CC1C=CC(S(O)(=O)=O)=CC=1, predict the reaction product. The product is: [F:1][C:2]1[CH:21]=[C:20]([C:22]2[CH:23]=[CH:24][N:25]=[CH:26][CH:27]=2)[CH:19]=[CH:18][C:3]=1[C:4]1[O:5][C:8]2[C:9]([C:10]([O:12][CH3:13])=[O:11])=[CH:14][CH:15]=[CH:16][C:7]=2[N:6]=1. (5) Given the reactants [NH2:1][C:2]1[CH:21]=[CH:20][C:5]([O:6][CH2:7][CH2:8][O:9][S:10]([C:13]2[CH:18]=[CH:17][C:16]([CH3:19])=[CH:15][CH:14]=2)(=[O:12])=[O:11])=[CH:4][C:3]=1[CH2:22][S:23]([C:26]1[CH:31]=[CH:30][CH:29]=[CH:28][CH:27]=1)(=[O:25])=[O:24].Cl.[N:33]([O-])=O.[Na+].C(=O)([O-])[O-].[Na+].[Na+], predict the reaction product. The product is: [C:26]1([S:23]([C:22]2[C:3]3[C:2](=[CH:21][CH:20]=[C:5]([O:6][CH2:7][CH2:8][O:9][S:10]([C:13]4[CH:14]=[CH:15][C:16]([CH3:19])=[CH:17][CH:18]=4)(=[O:11])=[O:12])[CH:4]=3)[NH:1][N:33]=2)(=[O:24])=[O:25])[CH:31]=[CH:30][CH:29]=[CH:28][CH:27]=1. (6) Given the reactants [F:1][C:2]([F:17])([C:7]1[CH:12]=[CH:11][CH:10]=[C:9]([O:13][CH2:14][CH2:15][OH:16])[CH:8]=1)[C:3]([O:5]C)=[O:4].O1CCCC1.O.O.[OH-].[Li+], predict the reaction product. The product is: [F:1][C:2]([F:17])([C:7]1[CH:12]=[CH:11][CH:10]=[C:9]([O:13][CH2:14][CH2:15][OH:16])[CH:8]=1)[C:3]([OH:5])=[O:4]. (7) The product is: [O:7]1[CH2:8][CH2:9][O:10][C:5]2[CH:4]=[C:3]([CH2:2][C:13]#[N:14])[CH:12]=[CH:11][C:6]1=2. Given the reactants Cl[CH2:2][C:3]1[CH:12]=[CH:11][C:6]2[O:7][CH2:8][CH2:9][O:10][C:5]=2[CH:4]=1.[C-:13]#[N:14].[Na+].O, predict the reaction product.